The task is: Predict the reaction yield, written as a fraction of the theoretical maximum amount of product (1.0 means a 100% yield; for example, 0.34 means a 34% yield).. This data is from Reaction yield outcomes from USPTO patents with 853,638 reactions. (1) The reactants are [Cl:1][C:2]1[CH:7]=[CH:6][C:5]([OH:8])=[CH:4][CH:3]=1.C(=O)([O-])[O-].[K+].[K+].[Cl:15][C:16]([CH2:18]Cl)=[CH2:17]. The yield is 0.980. The product is [Cl:1][C:2]1[CH:7]=[CH:6][C:5]([O:8][CH2:18][C:16]([Cl:15])=[CH2:17])=[CH:4][CH:3]=1. The catalyst is CC(C)=O. (2) The reactants are [CH3:1][C:2]1[N:3]=[CH:4][NH:5][CH:6]=1.[F:7][C:8]1[CH:13]=[C:12]([C:14]([F:17])([F:16])[F:15])[CH:11]=[C:10](F)[C:9]=1[N+:19]([O-:21])=[O:20].C([O-])([O-])=O.[K+].[K+].O. The product is [F:7][C:8]1[C:9]([N+:19]([O-:21])=[O:20])=[C:10]([N:5]2[CH:6]=[C:2]([CH3:1])[N:3]=[CH:4]2)[CH:11]=[C:12]([C:14]([F:17])([F:16])[F:15])[CH:13]=1. The yield is 0.490. The catalyst is CN(C=O)C. (3) The reactants are [Br:1][C:2]1[CH:10]=[C:9]2[C:5]([CH2:6][C:7]3([CH2:22][CH2:21][CH:20]([O:23][CH3:24])[CH2:19][CH2:18]3)[C:8]2=[N:11][S:12]([C:14]([CH3:17])([CH3:16])[CH3:15])=[O:13])=[CH:4][CH:3]=1.[CH:25]([Mg]Br)=[CH2:26]. The catalyst is C1COCC1. The product is [Br:1][C:2]1[CH:10]=[C:9]2[C:5]([CH2:6][C:7]3([CH2:22][CH2:21][CH:20]([O:23][CH3:24])[CH2:19][CH2:18]3)[C:8]2([NH:11][S:12]([C:14]([CH3:17])([CH3:16])[CH3:15])=[O:13])[CH:25]=[CH2:26])=[CH:4][CH:3]=1. The yield is 0.990. (4) The yield is 0.482. The reactants are Cl.Cl.[NH2:3][CH2:4][C@@:5]1(O)[CH:10]2[CH2:11][CH2:12][N:7]([CH2:8][CH2:9]2)[CH2:6]1.[C:14]([O-])([O-])=O.[Cs+].[Cs+].ClC1N=C[N:24]=[C:23]([N:27]=[C:28](SC)[S:29][CH3:30])C=1.C[N:34]([CH3:37])[CH:35]=[O:36]. The product is [CH3:30][S:29][C:28]1[N:27]=[CH:23][N:24]=[C:37]([NH:34][C:35]2[O:36][C@:5]3([CH2:4][N:3]=2)[CH:10]2[CH2:11][CH2:12][N:7]([CH2:8][CH2:9]2)[CH2:6]3)[CH:14]=1. No catalyst specified.